Dataset: Reaction yield outcomes from USPTO patents with 853,638 reactions. Task: Predict the reaction yield, written as a fraction of the theoretical maximum amount of product (1.0 means a 100% yield; for example, 0.34 means a 34% yield). The reactants are [CH3:1][O:2][C:3]1[CH:4]=[C:5]2[C:9](=[CH:10][CH:11]=1)[N:8]([CH3:12])[CH:7]=[C:6]2[C:13]1[N:31]([CH2:32][O:33][CH2:34][CH2:35][Si:36]([CH3:39])([CH3:38])[CH3:37])[C:16]2=[N:17][CH:18]=[C:19]([CH2:21][NH:22][C:23](=O)C3C=CC=CC=3)[N:20]=[C:15]2[CH:14]=1.COC1C=CC(P2(SP(C3C=CC(OC)=CC=3)(=S)S2)=S)=CC=1. The catalyst is O1CCOCC1.CCOC(C)=O. The product is [CH3:1][O:2][C:3]1[CH:4]=[C:5]2[C:9](=[CH:10][CH:11]=1)[N:8]([CH3:12])[CH:7]=[C:6]2[C:13]1[N:31]([CH2:32][O:33][CH2:34][CH2:35][Si:36]([CH3:38])([CH3:37])[CH3:39])[C:16]2[N:17]=[CH:18][C:19]3[N:20]([CH:23]=[N:22][CH:21]=3)[C:15]=2[CH:14]=1. The yield is 0.480.